Dataset: Forward reaction prediction with 1.9M reactions from USPTO patents (1976-2016). Task: Predict the product of the given reaction. (1) Given the reactants C([SiH](CC)CC)C.B(F)(F)F.CCOCC.[Cl:17][C:18]1[CH:19]=[C:20]2[C:24](=[CH:25][CH:26]=1)[C:23](=[O:27])[NH:22][C:21]2(O)[CH3:28].[Cl:30][C:31]1[CH:39]=[C:38]2[C:34]([C:35](O)([CH3:41])[NH:36][C:37]2=[O:40])=[CH:33][CH:32]=1.C([O-])(O)=O.[Na+], predict the reaction product. The product is: [Cl:17][C:18]1[CH:19]=[C:20]2[C:24](=[CH:25][CH:26]=1)[C:23](=[O:27])[NH:22][CH:21]2[CH3:28].[Cl:30][C:31]1[CH:39]=[C:38]2[C:34]([CH:35]([CH3:41])[NH:36][C:37]2=[O:40])=[CH:33][CH:32]=1. (2) Given the reactants Cl[C:2]1[CH:10]=[C:9]([CH3:11])[CH:8]=[CH:7][C:3]=1[C:4]([OH:6])=[O:5].CN[C@@H]1CCCC[C@H]1NC.Cl.[OH2:23], predict the reaction product. The product is: [OH:23][C:2]1[CH:10]=[C:9]([CH3:11])[CH:8]=[CH:7][C:3]=1[C:4]([OH:6])=[O:5]. (3) Given the reactants P(Cl)(Cl)(Cl)=O.[F:6][C:7]1[CH:8]=[C:9]([N:13]2[CH:17]=[CH:16][C:15]([CH3:18])=[N:14]2)[CH:10]=[CH:11][CH:12]=1.CN(C)[CH:21]=[O:22].C(=O)([O-])O.[Na+], predict the reaction product. The product is: [F:6][C:7]1[CH:8]=[C:9]([N:13]2[CH:17]=[C:16]([CH:21]=[O:22])[C:15]([CH3:18])=[N:14]2)[CH:10]=[CH:11][CH:12]=1. (4) The product is: [CH2:12]([N:19]1[CH2:24][CH2:23][CH2:22][C:21]([O:25][C:8]2[CH:9]=[CH:10][C:5]([O:4][CH3:3])=[CH:6][CH:7]=2)([C:34]([OH:30])=[O:1])[CH2:20]1)[C:13]1[CH:14]=[CH:15][CH:16]=[CH:17][CH:18]=1. Given the reactants [OH-:1].[Na+].[CH3:3][O:4][C:5]1[CH:10]=[CH:9][C:8](O)=[CH:7][CH:6]=1.[CH2:12]([N:19]1[CH2:24][CH2:23][CH2:22][C:21](=[O:25])[CH2:20]1)[C:13]1[CH:18]=[CH:17][CH:16]=[CH:15][CH:14]=1.C(Cl)(Cl)Cl.[O:30]1[CH2:34]CCC1, predict the reaction product.